Dataset: Full USPTO retrosynthesis dataset with 1.9M reactions from patents (1976-2016). Task: Predict the reactants needed to synthesize the given product. The reactants are: O[CH2:2][CH2:3][O:4][C:5](=[O:31])[NH:6][C:7]1[CH:16]=[C:15]2[C:10]([C:11]([C:17]3[C:21]([C:22]4[CH:27]=[CH:26][CH:25]=[CH:24][N:23]=4)=[N:20][N:19]4[CH2:28][CH2:29][CH2:30][C:18]=34)=[CH:12][CH:13]=[N:14]2)=[CH:9][CH:8]=1.C1(P(C2C=CC=CC=2)C2C=CC=CC=2)C=CC=CC=1.C1(C)C=CC=CC=1. Given the product [N:23]1[CH:24]=[CH:25][CH:26]=[CH:27][C:22]=1[C:21]1[C:17]([C:11]2[C:10]3[C:15](=[CH:16][C:7]([N:6]4[CH2:2][CH2:3][O:4][C:5]4=[O:31])=[CH:8][CH:9]=3)[N:14]=[CH:13][CH:12]=2)=[C:18]2[CH2:30][CH2:29][CH2:28][N:19]2[N:20]=1, predict the reactants needed to synthesize it.